This data is from Forward reaction prediction with 1.9M reactions from USPTO patents (1976-2016). The task is: Predict the product of the given reaction. (1) Given the reactants Cl.[Cl:2][C:3]1[C:7]([Cl:8])=[C:6]([CH3:9])[NH:5][C:4]=1[C:10]([NH:12][CH:13]1[CH2:18][CH2:17][NH:16][CH2:15][CH2:14]1)=[O:11].Cl[C:20]1[C:29]2[C:24](=[CH:25][CH:26]=[C:27]([Cl:30])[CH:28]=2)[N:23]=[C:22]([C:31]([O:33][CH3:34])=[O:32])[CH:21]=1.C(N(C(C)C)CC)(C)C, predict the reaction product. The product is: [Cl:30][C:27]1[CH:28]=[C:29]2[C:24](=[CH:25][CH:26]=1)[N:23]=[C:22]([C:31]([O:33][CH3:34])=[O:32])[CH:21]=[C:20]2[N:16]1[CH2:17][CH2:18][CH:13]([NH:12][C:10]([C:4]2[NH:5][C:6]([CH3:9])=[C:7]([Cl:8])[C:3]=2[Cl:2])=[O:11])[CH2:14][CH2:15]1. (2) Given the reactants [Cl:1][C:2]1[N:7]=[C:6](Cl)[CH:5]=[CH:4][N:3]=1.C([O-])([O-])=O.[Cs+].[Cs+].[CH3:15][CH:16]([OH:18])[CH3:17], predict the reaction product. The product is: [Cl:1][C:2]1[N:7]=[C:6]([O:18][CH:16]([CH3:17])[CH3:15])[CH:5]=[CH:4][N:3]=1.